This data is from Reaction yield outcomes from USPTO patents with 853,638 reactions. The task is: Predict the reaction yield, written as a fraction of the theoretical maximum amount of product (1.0 means a 100% yield; for example, 0.34 means a 34% yield). (1) The product is [C:34]([C:33]([C:29]1[CH:28]=[C:27]([NH:26][C:19](=[O:21])[C:18]2[CH:22]=[CH:23][CH:24]=[C:16]([O:15][C:12]3[CH:13]=[CH:14][C:9]4[N:10]([CH:25]=[C:7]([NH:6][C:4]([CH:1]5[CH2:2][CH2:3]5)=[O:5])[N:8]=4)[N:11]=3)[CH:17]=2)[CH:32]=[CH:31][CH:30]=1)([CH3:37])[CH3:36])#[N:35]. The reactants are [CH:1]1([C:4]([NH:6][C:7]2[N:8]=[C:9]3[CH:14]=[CH:13][C:12]([O:15][C:16]4[CH:17]=[C:18]([CH:22]=[CH:23][CH:24]=4)[C:19]([OH:21])=O)=[N:11][N:10]3[CH:25]=2)=[O:5])[CH2:3][CH2:2]1.[NH2:26][C:27]1[CH:28]=[C:29]([C:33]([CH3:37])([CH3:36])[C:34]#[N:35])[CH:30]=[CH:31][CH:32]=1.Cl.CN(C)CCCN=C=NCC. The catalyst is CN(C)C1C=CN=CC=1.N1C=CC=CC=1. The yield is 0.450. (2) The reactants are [Br-:1].[Br-].[Br-].C([N+](CCCC)(CCCC)CCCC)CCC.C([N+](CCCC)(CCCC)CCCC)CCC.C([N+](CCCC)(CCCC)CCCC)CCC.[CH2:55]([C:57]1[CH:63]=[CH:62][C:60](O)=[CH:59][C:58]=1[OH:64])[CH3:56].[C:65]([O-:68])([O-])=O.[K+].[K+].[CH3:71]I. The catalyst is C(Cl)(Cl)Cl. The product is [Br:1][C:62]1[CH:63]=[C:57]([CH2:55][CH3:56])[C:58]([O:64][CH3:71])=[CH:59][C:60]=1[O:68][CH3:65]. The yield is 0.390.